Dataset: TCR-epitope binding with 47,182 pairs between 192 epitopes and 23,139 TCRs. Task: Binary Classification. Given a T-cell receptor sequence (or CDR3 region) and an epitope sequence, predict whether binding occurs between them. (1) The epitope is LPAADLDDF. The TCR CDR3 sequence is CASSLTGTGAETQYF. Result: 0 (the TCR does not bind to the epitope). (2) The epitope is SEVGPEHSLAEY. The TCR CDR3 sequence is CAIGPQGGFYEQYF. Result: 0 (the TCR does not bind to the epitope). (3) The epitope is QVPLRPMTYK. The TCR CDR3 sequence is CASSPPVSGANVLTF. Result: 0 (the TCR does not bind to the epitope). (4) The epitope is KLGGALQAK. The TCR CDR3 sequence is CASRLSGTTYEQYF. Result: 0 (the TCR does not bind to the epitope).